Dataset: NCI-60 drug combinations with 297,098 pairs across 59 cell lines. Task: Regression. Given two drug SMILES strings and cell line genomic features, predict the synergy score measuring deviation from expected non-interaction effect. (1) Drug 1: C1=NC(=NC(=O)N1C2C(C(C(O2)CO)O)O)N. Drug 2: C1=CC=C(C=C1)NC(=O)CCCCCCC(=O)NO. Cell line: MOLT-4. Synergy scores: CSS=52.9, Synergy_ZIP=0.219, Synergy_Bliss=4.25, Synergy_Loewe=-19.0, Synergy_HSA=5.30. (2) Drug 1: CCCS(=O)(=O)NC1=C(C(=C(C=C1)F)C(=O)C2=CNC3=C2C=C(C=N3)C4=CC=C(C=C4)Cl)F. Drug 2: CCN(CC)CCNC(=O)C1=C(NC(=C1C)C=C2C3=C(C=CC(=C3)F)NC2=O)C. Cell line: COLO 205. Synergy scores: CSS=38.5, Synergy_ZIP=7.32, Synergy_Bliss=9.88, Synergy_Loewe=-1.02, Synergy_HSA=6.70. (3) Drug 1: C1CC(C1)(C(=O)O)C(=O)O.[NH2-].[NH2-].[Pt+2]. Drug 2: CC1=C(C(=CC=C1)Cl)NC(=O)C2=CN=C(S2)NC3=CC(=NC(=N3)C)N4CCN(CC4)CCO. Cell line: RPMI-8226. Synergy scores: CSS=17.0, Synergy_ZIP=3.65, Synergy_Bliss=2.17, Synergy_Loewe=1.27, Synergy_HSA=0.673. (4) Drug 1: CCCS(=O)(=O)NC1=C(C(=C(C=C1)F)C(=O)C2=CNC3=C2C=C(C=N3)C4=CC=C(C=C4)Cl)F. Drug 2: CCC1(C2=C(COC1=O)C(=O)N3CC4=CC5=C(C=CC(=C5CN(C)C)O)N=C4C3=C2)O.Cl. Cell line: HT29. Synergy scores: CSS=41.0, Synergy_ZIP=-0.774, Synergy_Bliss=2.39, Synergy_Loewe=2.55, Synergy_HSA=4.81. (5) Drug 1: C1CN(P(=O)(OC1)NCCCl)CCCl. Drug 2: CC12CCC3C(C1CCC2OP(=O)(O)O)CCC4=C3C=CC(=C4)OC(=O)N(CCCl)CCCl.[Na+]. Cell line: NCI/ADR-RES. Synergy scores: CSS=8.11, Synergy_ZIP=-1.25, Synergy_Bliss=1.79, Synergy_Loewe=1.23, Synergy_HSA=1.29. (6) Drug 1: CN1C2=C(C=C(C=C2)N(CCCl)CCCl)N=C1CCCC(=O)O.Cl. Drug 2: CCCCCOC(=O)NC1=NC(=O)N(C=C1F)C2C(C(C(O2)C)O)O. Cell line: HCC-2998. Synergy scores: CSS=0.688, Synergy_ZIP=-2.66, Synergy_Bliss=-0.0144, Synergy_Loewe=-4.23, Synergy_HSA=-1.40.